From a dataset of Catalyst prediction with 721,799 reactions and 888 catalyst types from USPTO. Predict which catalyst facilitates the given reaction. (1) Reactant: [CH2:1]([C:3]1[C:11](C(O)=O)=[C:6]2[CH:7]=[CH:8][CH:9]=[CH:10][N:5]2[N:4]=1)[CH3:2].S(=O)(=O)(O)O.C(OCC)(=O)C.C(=O)(O)[O-].[Na+]. Product: [CH2:1]([C:3]1[CH:11]=[C:6]2[CH:7]=[CH:8][CH:9]=[CH:10][N:5]2[N:4]=1)[CH3:2]. The catalyst class is: 6. (2) Reactant: N1C=[CH:4][N:3]=[N:2]1.Br[CH:7]([C:16]1[CH:21]=[CH:20][C:19]([C:22]#[N:23])=[CH:18][CH:17]=1)[C:8]1[CH:13]=[CH:12][C:11]([C:14]#[N:15])=[CH:10][CH:9]=1.[CH3:24][N:25](C=O)C.C(=O)([O-])[O-].[K+].[K+]. Product: [CH:10]1[C:11]([C:14]#[N:15])=[CH:12][CH:13]=[C:8]([CH:7]([N:2]2[N:3]=[CH:4][N:25]=[CH:24]2)[C:16]2[CH:21]=[CH:20][C:19]([C:22]#[N:23])=[CH:18][CH:17]=2)[CH:9]=1. The catalyst class is: 11. (3) Reactant: [ClH:1].O1CCOCC1.[CH3:8][O:9][C:10]1[CH:11]=[C:12]([NH:18][C:19]2[C:20]([NH:29][S:30]([C:33]3[CH:34]=[C:35]([NH:39][C:40](=[O:51])[C@@H:41]([NH:43]C(=O)OC(C)(C)C)[CH3:42])[CH:36]=[CH:37][CH:38]=3)(=[O:32])=[O:31])=[N:21][C:22]3[C:27]([N:28]=2)=[CH:26][CH:25]=[CH:24][CH:23]=3)[CH:13]=[C:14]([O:16][CH3:17])[CH:15]=1. Product: [ClH:1].[NH2:43][C@@H:41]([CH3:42])[C:40]([NH:39][C:35]1[CH:36]=[CH:37][CH:38]=[C:33]([S:30](=[O:31])(=[O:32])[NH:29][C:20]2[C:19]([NH:18][C:12]3[CH:11]=[C:10]([O:9][CH3:8])[CH:15]=[C:14]([O:16][CH3:17])[CH:13]=3)=[N:28][C:27]3[C:22](=[CH:23][CH:24]=[CH:25][CH:26]=3)[N:21]=2)[CH:34]=1)=[O:51]. The catalyst class is: 2. (4) Reactant: [CH2:1]([O:8][C:9](=[O:15])[C@H:10]([CH:12]([CH3:14])[CH3:13])[NH2:11])[C:2]1[CH:7]=[CH:6][CH:5]=[CH:4][CH:3]=1.Cl[C:17](Cl)([O:19]C(=O)OC(Cl)(Cl)Cl)Cl.C(N(CC)CC)C. Product: [N:11]([CH:10]([CH:12]([CH3:13])[CH3:14])[C:9]([O:8][CH2:1][C:2]1[CH:7]=[CH:6][CH:5]=[CH:4][CH:3]=1)=[O:15])=[C:17]=[O:19]. The catalyst class is: 2. (5) Reactant: [Cl:1][C:2]1[CH:26]=[CH:25][C:5]2[N:6]=[C:7]([N:9]3[CH2:14][CH2:13][N:12]([CH2:15][C:16]4[CH:17]=[C:18]([CH2:22][C:23]#N)[CH:19]=[CH:20][CH:21]=4)[CH2:11][CH2:10]3)[S:8][C:4]=2[CH:3]=1.S(=O)(=O)(O)O.[OH2:32].[OH-:33].[Na+]. Product: [Cl:1][C:2]1[CH:26]=[CH:25][C:5]2[N:6]=[C:7]([N:9]3[CH2:14][CH2:13][N:12]([CH2:15][C:16]4[CH:17]=[C:18]([CH2:22][C:23]([OH:33])=[O:32])[CH:19]=[CH:20][CH:21]=4)[CH2:11][CH2:10]3)[S:8][C:4]=2[CH:3]=1. The catalyst class is: 13. (6) Reactant: [CH3:1][OH:2].[BH4-].[Na+].COC1C=CC(C[O:12][C:13]2[N:18]=[C:17]([C:19]3[C:24]4[O:25][C:26]5[C:31]([C:32](=O)[C:23]=4[CH:22]=[CH:21][N:20]=3)=[CH:30][C:29]([NH:34][C:35](=[O:41])[O:36][C:37]([CH3:40])([CH3:39])[CH3:38])=[CH:28][CH:27]=5)[CH:16]=[C:15]([N:42]3[CH2:47][CH2:46][O:45][CH2:44][CH2:43]3)[CH:14]=2)=CC=1.[Cl-].[NH4+]. Product: [CH3:1][O:2][C:26]1[CH:31]=[CH:30][C:29]([CH:32]2[C:23]3[CH:22]=[CH:21][N:20]=[C:19]([C:17]4[NH:18][C:13](=[O:12])[CH:14]=[C:15]([N:42]5[CH2:47][CH2:46][O:45][CH2:44][CH2:43]5)[CH:16]=4)[C:24]=3[O:25][C:26]3[C:31]2=[CH:30][C:29]([NH:34][C:35](=[O:41])[O:36][C:37]([CH3:38])([CH3:39])[CH3:40])=[CH:28][CH:27]=3)=[CH:28][CH:27]=1. The catalyst class is: 7.